From a dataset of Forward reaction prediction with 1.9M reactions from USPTO patents (1976-2016). Predict the product of the given reaction. Given the reactants [Cl:1][C:2]1[CH:3]=[C:4]([CH:8]=[C:9]([CH3:11])[N:10]=1)[C:5]([NH2:7])=O.COC(OC)[N:15]([CH3:17])C.C(O)(=O)C.[NH2:24]N, predict the reaction product. The product is: [Cl:1][C:2]1[CH:3]=[C:4]([C:5]2[N:15]=[CH:17][NH:24][N:7]=2)[CH:8]=[C:9]([CH3:11])[N:10]=1.